This data is from Forward reaction prediction with 1.9M reactions from USPTO patents (1976-2016). The task is: Predict the product of the given reaction. (1) The product is: [F:22][C:23]([F:36])([F:35])[S:24]([O:1]/[C:2](/[CH3:21])=[C:3](/[C:15]1[CH:20]=[CH:19][CH:18]=[CH:17][CH:16]=1)\[C:4](=[O:5])[NH:6][CH2:7][CH2:8][C:9]1[CH:10]=[CH:11][CH:12]=[CH:13][CH:14]=1)(=[O:26])=[O:25]. Given the reactants [O:1]=[C:2]([CH3:21])[CH:3]([C:15]1[CH:20]=[CH:19][CH:18]=[CH:17][CH:16]=1)[C:4]([NH:6][CH2:7][CH2:8][C:9]1[CH:14]=[CH:13][CH:12]=[CH:11][CH:10]=1)=[O:5].[F:22][C:23]([F:36])([F:35])[S:24](O[S:24]([C:23]([F:36])([F:35])[F:22])(=[O:26])=[O:25])(=[O:26])=[O:25].C(N(CC)CC)C, predict the reaction product. (2) Given the reactants [Cl:1][C:2]1[CH:3]=[CH:4][C:5]([C:8]([NH:10][C:11]2[C:15]([C:16]([O:18]CC)=O)=[CH:14][N:13]([CH3:21])[N:12]=2)=[O:9])=[N:6][CH:7]=1.[Si:22]([O:29][CH2:30][CH2:31][NH:32][C:33]1[CH:38]=[CH:37][C:36]([NH2:39])=[CH:35][CH:34]=1)([C:25]([CH3:28])([CH3:27])[CH3:26])([CH3:24])[CH3:23].C[Al](C)C, predict the reaction product. The product is: [Si:22]([O:29][CH2:30][CH2:31][NH:32][C:33]1[CH:34]=[CH:35][C:36]([NH:39][C:16]([C:15]2[C:11]([NH:10][C:8]([C:5]3[CH:4]=[CH:3][C:2]([Cl:1])=[CH:7][N:6]=3)=[O:9])=[N:12][N:13]([CH3:21])[CH:14]=2)=[O:18])=[CH:37][CH:38]=1)([C:25]([CH3:28])([CH3:27])[CH3:26])([CH3:24])[CH3:23]. (3) Given the reactants [H-].[Na+].[O:3]([CH2:10][C:11]1[S:12][C:13]2[C:14](=[O:21])[NH:15][CH2:16][CH2:17][CH2:18][C:19]=2[N:20]=1)[C:4]1[CH:9]=[CH:8][CH:7]=[CH:6][CH:5]=1.[CH2:22](Br)[C:23]1[CH:28]=[CH:27][CH:26]=[CH:25][CH:24]=1, predict the reaction product. The product is: [O:3]([CH2:10][C:11]1[S:12][C:13]2[C:14](=[O:21])[N:15]([CH2:22][C:23]3[CH:28]=[CH:27][CH:26]=[CH:25][CH:24]=3)[CH2:16][CH2:17][CH2:18][C:19]=2[N:20]=1)[C:4]1[CH:9]=[CH:8][CH:7]=[CH:6][CH:5]=1. (4) Given the reactants [C:1]([O:5][C:6]([N:8]1[CH2:13][CH2:12][CH:11]([NH:14][C:15]2[CH:20]=[CH:19][CH:18]=[CH:17][C:16]=2[NH2:21])[CH2:10][CH2:9]1)=[O:7])([CH3:4])([CH3:3])[CH3:2].[N:22]#[C:23]Br, predict the reaction product. The product is: [C:1]([O:5][C:6]([N:8]1[CH2:13][CH2:12][CH:11]([N:14]2[C:15]3[CH:20]=[CH:19][CH:18]=[CH:17][C:16]=3[N:21]=[C:23]2[NH2:22])[CH2:10][CH2:9]1)=[O:7])([CH3:4])([CH3:2])[CH3:3].